From a dataset of Full USPTO retrosynthesis dataset with 1.9M reactions from patents (1976-2016). Predict the reactants needed to synthesize the given product. (1) Given the product [CH2:20]([C:22]1[CH:23]=[C:24]2[C:28](=[CH:29][CH:30]=1)[C:27]1[N:34]([CH2:32][CH3:33])[C:43]3[CH:42]=[CH:41][C:40]([CH:44]([CH3:45])[CH3:46])=[CH:39][C:38]=3[C:37](=[O:47])[C:26]=1[CH2:25]2)[CH3:21], predict the reactants needed to synthesize it. The reactants are: C([Li])CCC.CCCCCC.CN(CCN(C)C)C.[CH2:20]([C:22]1[CH:23]=[C:24]2[C:28](=[CH:29][CH:30]=1)[C:27](=O)[CH2:26][CH2:25]2)[CH3:21].[CH2:32]([N:34]1[C:43]2[C:38](=[CH:39][C:40]([CH:44]([CH3:46])[CH3:45])=[CH:41][CH:42]=2)[C:37](=[O:47])C=C1C1OC=CC=1)[CH3:33]. (2) Given the product [CH3:1][O:2][C:3]1[CH:4]=[C:5]2[C:10](=[CH:11][C:12]=1[O:13][CH3:14])[N:9]=[CH:8][CH:7]=[C:6]2[O:15][C:16]1[CH:22]=[CH:21][C:19]([NH:20][C:27](=[O:33])[O:26][C:24]2[CH:43]=[CH:44][C:39]([C:35]([CH3:38])([CH3:37])[CH3:36])=[CH:40][CH:41]=2)=[CH:18][CH:17]=1, predict the reactants needed to synthesize it. The reactants are: [CH3:1][O:2][C:3]1[CH:4]=[C:5]2[C:10](=[CH:11][C:12]=1[O:13][CH3:14])[N:9]=[CH:8][CH:7]=[C:6]2[O:15][C:16]1[CH:22]=[CH:21][C:19]([NH2:20])=[CH:18][CH:17]=1.Cl[C:24](Cl)([O:26][C:27](=[O:33])OC(Cl)(Cl)Cl)Cl.[C:35]([C:39]1[CH:44]=[CH:43]C(O)=[CH:41][CH:40]=1)([CH3:38])([CH3:37])[CH3:36].C(=O)(O)[O-].[Na+]. (3) Given the product [CH3:1][C:2]1([CH3:20])[N:6]([CH2:24][C:25]2[CH:30]=[CH:29][N:28]=[C:27]([S:31]([CH3:34])(=[O:33])=[O:32])[N:26]=2)[C:5](=[O:7])[N:4]([C:8]2[CH:13]=[CH:12][C:11]([S:14][C:15]([F:18])([F:17])[F:16])=[CH:10][CH:9]=2)[C:3]1=[O:19], predict the reactants needed to synthesize it. The reactants are: [CH3:1][C:2]1([CH3:20])[NH:6][C:5](=[O:7])[N:4]([C:8]2[CH:13]=[CH:12][C:11]([S:14][C:15]([F:18])([F:17])[F:16])=[CH:10][CH:9]=2)[C:3]1=[O:19].[H-].[Na+].Cl[CH2:24][C:25]1[CH:30]=[CH:29][N:28]=[C:27]([S:31]([CH3:34])(=[O:33])=[O:32])[N:26]=1. (4) The reactants are: [CH2:1]([C@H:8]([NH:28][C:29]([C@@H:31]([NH:36][C:37](=[O:40])[O:38][CH3:39])[C@@H:32]([CH3:35])[CH2:33][CH3:34])=[O:30])[C@@H:9]([OH:27])[CH2:10][C@@H:11]([NH:19]C(OC(C)(C)C)=O)[CH2:12][C:13]1[CH:18]=[CH:17][CH:16]=[CH:15][CH:14]=1)[C:2]1[CH:7]=[CH:6][CH:5]=[CH:4][CH:3]=1.Cl. Given the product [NH2:19][C@@H:11]([CH2:12][C:13]1[CH:14]=[CH:15][CH:16]=[CH:17][CH:18]=1)[CH2:10][C@H:9]([OH:27])[C@@H:8]([NH:28][C:29]([C@@H:31]([NH:36][C:37](=[O:40])[O:38][CH3:39])[C@@H:32]([CH3:35])[CH2:33][CH3:34])=[O:30])[CH2:1][C:2]1[CH:7]=[CH:6][CH:5]=[CH:4][CH:3]=1, predict the reactants needed to synthesize it. (5) The reactants are: [C:1]([C:5]1[CH:6]=[C:7]([NH:21][C:22](NC2C=CC(OC3C=CN=CC=3)=CC=2)=[O:23])[N:8]([C:10]2[CH:15]=[CH:14][C:13]([O:16][CH2:17][CH2:18][O:19][CH3:20])=[CH:12][CH:11]=2)[N:9]=1)([CH3:4])([CH3:3])[CH3:2].[F:38][C:39]1[CH:44]=[C:43]([O:45][C:46]2[CH:51]=[CH:50][N:49]=[C:48]([CH3:52])[CH:47]=2)[CH:42]=[CH:41][C:40]=1[NH2:53]. Given the product [C:1]([C:5]1[CH:6]=[C:7]([NH:21][C:22]([NH:53][C:40]2[CH:41]=[CH:42][C:43]([O:45][C:46]3[CH:51]=[CH:50][N:49]=[C:48]([CH3:52])[CH:47]=3)=[CH:44][C:39]=2[F:38])=[O:23])[N:8]([C:10]2[CH:11]=[CH:12][C:13]([O:16][CH2:17][CH2:18][O:19][CH3:20])=[CH:14][CH:15]=2)[N:9]=1)([CH3:4])([CH3:2])[CH3:3], predict the reactants needed to synthesize it. (6) Given the product [Cl:1][C:2]1[C:3]([C:33]2[S:37][C:36]([C:38]3([OH:42])[CH2:41][O:40][CH2:39]3)=[N:35][CH:34]=2)=[C:4]2[CH:10]=[C:9]([C:11]3[CH:12]=[N:13][N:14]([CH2:16][CH2:17][N:18]4[CH2:22][CH2:21][CH2:20][CH2:19]4)[CH:15]=3)[N:8]([S:23]([C:26]3[CH:27]=[CH:28][C:29]([CH3:30])=[CH:31][CH:32]=3)(=[O:25])=[O:24])[C:5]2=[N:6][CH:7]=1, predict the reactants needed to synthesize it. The reactants are: [Cl:1][C:2]1[C:3]([C:33]2[S:37][C:36]([C:38]3([O:42]CC4C=CC(OC)=CC=4)[CH2:41][O:40][CH2:39]3)=[N:35][CH:34]=2)=[C:4]2[CH:10]=[C:9]([C:11]3[CH:12]=[N:13][N:14]([CH2:16][CH2:17][N:18]4[CH2:22][CH2:21][CH2:20][CH2:19]4)[CH:15]=3)[N:8]([S:23]([C:26]3[CH:32]=[CH:31][C:29]([CH3:30])=[CH:28][CH:27]=3)(=[O:25])=[O:24])[C:5]2=[N:6][CH:7]=1.FC(F)(F)C(O)=O. (7) Given the product [CH:31]1([CH2:30][O:29][C:22]2[CH:23]=[C:24]([F:28])[C:25]([CH3:27])=[CH:26][C:21]=2[C:20]2[C:15]3[NH:14][C:13]([CH3:34])=[C:12]([C:10]([NH:9][C@H:6]4[CH2:7][CH2:8][C@H:3]([NH:2][C:40](=[O:41])[C@@H:39]([OH:38])[CH3:43])[CH2:4][CH2:5]4)=[O:11])[C:16]=3[N:17]=[CH:18][N:19]=2)[CH2:32][CH2:33]1, predict the reactants needed to synthesize it. The reactants are: Cl.[NH2:2][C@@H:3]1[CH2:8][CH2:7][C@H:6]([NH:9][C:10]([C:12]2[C:16]3[N:17]=[CH:18][N:19]=[C:20]([C:21]4[CH:26]=[C:25]([CH3:27])[C:24]([F:28])=[CH:23][C:22]=4[O:29][CH2:30][CH:31]4[CH2:33][CH2:32]4)[C:15]=3[NH:14][C:13]=2[CH3:34])=[O:11])[CH2:5][CH2:4]1.C([O:38][C@@H:39]([CH3:43])[C:40](Cl)=[O:41])(=O)C.